From a dataset of Catalyst prediction with 721,799 reactions and 888 catalyst types from USPTO. Predict which catalyst facilitates the given reaction. Reactant: [CH2:1]([O:3][C:4]([C:6]1[C:11]([OH:12])=[CH:10][CH:9]=[CH:8][N:7]=1)=[O:5])[CH3:2].CCN(CC)CC.[O:20](S(C(F)(F)F)(=O)=O)[S:21]([C:24]([F:27])([F:26])[F:25])(=O)=[O:22].O. Product: [CH2:1]([O:3][C:4]([C:6]1[C:11]([O:12][S:21]([C:24]([F:27])([F:26])[F:25])(=[O:22])=[O:20])=[CH:10][CH:9]=[CH:8][N:7]=1)=[O:5])[CH3:2]. The catalyst class is: 2.